This data is from Forward reaction prediction with 1.9M reactions from USPTO patents (1976-2016). The task is: Predict the product of the given reaction. Given the reactants Cl.Cl.[Cl:3][C:4]1[CH:9]=[CH:8][C:7]([C:10]2[CH:15]=[CH:14][C:13]([O:16][C:17]([F:20])([F:19])[F:18])=[C:12]([CH2:21][NH:22][C@H:23]3[CH2:28][CH2:27][NH:26][CH2:25][C@H:24]3[C:29]3[CH:34]=[CH:33][CH:32]=[CH:31][CH:30]=3)[CH:11]=2)=[CH:6][CH:5]=1.[C:35]([N:38]1[CH2:43][CH2:42][CH:41]([C:44](O)=[O:45])[CH2:40][CH2:39]1)(=[O:37])[CH3:36].Cl.C(OCC)(=O)C, predict the reaction product. The product is: [ClH:3].[C:35]([N:38]1[CH2:39][CH2:40][CH:41]([C:44]([N:26]2[CH2:27][CH2:28][C@H:23]([NH:22][CH2:21][C:12]3[CH:11]=[C:10]([C:7]4[CH:8]=[CH:9][C:4]([Cl:3])=[CH:5][CH:6]=4)[CH:15]=[CH:14][C:13]=3[O:16][C:17]([F:19])([F:20])[F:18])[C@H:24]([C:29]3[CH:30]=[CH:31][CH:32]=[CH:33][CH:34]=3)[CH2:25]2)=[O:45])[CH2:42][CH2:43]1)(=[O:37])[CH3:36].